Dataset: Catalyst prediction with 721,799 reactions and 888 catalyst types from USPTO. Task: Predict which catalyst facilitates the given reaction. Reactant: [F:1][C:2]([F:46])([F:45])[C:3]1[CH:4]=[C:5]([C@H:13]2[O:17][C:16](=[O:18])[N:15]([CH2:19][C:20]3[C:21]([C:26]4[CH:27]=[C:28]([C:33]5[CH:38]=[CH:37][C:36]([C:39]([O:41]C)=[O:40])=[CH:35][C:34]=5[CH3:43])[CH:29]=[CH:30][C:31]=4[F:32])=[N:22][CH:23]=[CH:24][N:25]=3)[C@H:14]2[CH3:44])[CH:6]=[C:7]([C:9]([F:12])([F:11])[F:10])[CH:8]=1.O.[OH-].[Li+].O.Cl. Product: [F:11][C:9]([F:10])([F:12])[C:7]1[CH:6]=[C:5]([C@H:13]2[O:17][C:16](=[O:18])[N:15]([CH2:19][C:20]3[C:21]([C:26]4[CH:27]=[C:28]([C:33]5[CH:38]=[CH:37][C:36]([C:39]([OH:41])=[O:40])=[CH:35][C:34]=5[CH3:43])[CH:29]=[CH:30][C:31]=4[F:32])=[N:22][CH:23]=[CH:24][N:25]=3)[C@H:14]2[CH3:44])[CH:4]=[C:3]([C:2]([F:1])([F:46])[F:45])[CH:8]=1. The catalyst class is: 12.